Predict the product of the given reaction. From a dataset of Forward reaction prediction with 1.9M reactions from USPTO patents (1976-2016). (1) The product is: [Br:1][C:2]1[CH:3]=[N:4][C:5]2[N:6]([N:8]=[C:9]([C:11]([N:22]3[CH2:21][CH2:20][C:19]4[C:24](=[CH:25][CH:26]=[CH:27][C:18]=4[S:15]([CH3:14])(=[O:17])=[O:16])[N:23]3[CH3:28])=[O:13])[CH:10]=2)[CH:7]=1. Given the reactants [Br:1][C:2]1[CH:3]=[N:4][C:5]2[N:6]([N:8]=[C:9]([C:11]([OH:13])=O)[CH:10]=2)[CH:7]=1.[CH3:14][S:15]([C:18]1[CH:27]=[CH:26][CH:25]=[C:24]2[C:19]=1[CH2:20][CH2:21][NH:22][N:23]2[CH3:28])(=[O:17])=[O:16], predict the reaction product. (2) The product is: [C:24]([C:20]1[CH:19]=[C:18]([Cl:30])[C:17]([NH:16][C:7]2[C:8]3[CH:9]=[CH:10][NH:11][C:12](=[O:14])[C:13]=3[C:4]3[CH:3]=[C:2]([Br:1])[CH:32]=[CH:31][C:5]=3[N:6]=2)=[C:22]([Cl:23])[CH:21]=1)(=[O:25])[CH3:29]. Given the reactants [Br:1][C:2]1[CH:32]=[CH:31][C:5]2[N:6]=[C:7]([NH:16][C:17]3[C:22]([Cl:23])=[CH:21][C:20]([C:24]4([CH3:29])OCC[O:25]4)=[CH:19][C:18]=3[Cl:30])[C:8]3[C:13]([C:4]=2[CH:3]=1)=[C:12]([O:14]C)[N:11]=[CH:10][CH:9]=3.Cl.C([O-])(O)=O.[Na+], predict the reaction product. (3) Given the reactants [F:1][C:2]1[CH:7]=[CH:6][C:5]([CH:8]([CH3:13])[C:9]([O:11][CH3:12])=[O:10])=[CH:4][CH:3]=1.C[Si](C)(C)[N-][Si](C)(C)C.[Li+].C[Si](C)(C)N[Si](C)(C)C.[CH2:33]([Li])CCC.CCCCCC.BrC[CH2:46][C:47]([CH3:50])([CH3:49])[CH3:48], predict the reaction product. The product is: [F:1][C:2]1[CH:3]=[CH:4][C:5]([C:8]([CH3:33])([CH2:13][CH2:46][C:47]([CH3:50])([CH3:49])[CH3:48])[C:9]([O:11][CH3:12])=[O:10])=[CH:6][CH:7]=1.